Dataset: Peptide-MHC class I binding affinity with 185,985 pairs from IEDB/IMGT. Task: Regression. Given a peptide amino acid sequence and an MHC pseudo amino acid sequence, predict their binding affinity value. This is MHC class I binding data. (1) The peptide sequence is QAISPRTLNAW. The MHC is HLA-C06:02 with pseudo-sequence HLA-C06:02. The binding affinity (normalized) is 0. (2) The peptide sequence is APTGDLPRA. The MHC is HLA-A02:01 with pseudo-sequence HLA-A02:01. The binding affinity (normalized) is 0.0767. (3) The peptide sequence is SHGIDVTDL. The MHC is HLA-B48:01 with pseudo-sequence HLA-B48:01. The binding affinity (normalized) is 0.0847. (4) The peptide sequence is SRFQGTLYL. The MHC is HLA-B27:05 with pseudo-sequence HLA-B27:05. The binding affinity (normalized) is 0.739. (5) The peptide sequence is WPLLPHVIF. The MHC is HLA-B53:01 with pseudo-sequence HLA-B53:01. The binding affinity (normalized) is 0.361. (6) The binding affinity (normalized) is 0.848. The MHC is HLA-A31:01 with pseudo-sequence HLA-A31:01. The peptide sequence is NAILHNIYR.